Dataset: Full USPTO retrosynthesis dataset with 1.9M reactions from patents (1976-2016). Task: Predict the reactants needed to synthesize the given product. (1) Given the product [C:29]([C:33]1[O:37][N:36]=[C:35]([NH:38][C:39]([NH:26][C:23]2[CH:22]=[CH:21][C:20]([C:18]3[N:17]=[C:15]4[N:14]([CH:19]=3)[C:13]3[CH:27]=[CH:28][C:10]([O:9][CH2:8][CH2:7][N:1]5[CH2:2][CH2:3][O:4][CH2:5][CH2:6]5)=[CH:11][C:12]=3[S:16]4)=[CH:25][CH:24]=2)=[O:40])[CH:34]=1)([CH3:32])([CH3:30])[CH3:31], predict the reactants needed to synthesize it. The reactants are: [N:1]1([CH2:7][CH2:8][O:9][C:10]2[CH:28]=[CH:27][C:13]3[N:14]4[CH:19]=[C:18]([C:20]5[CH:25]=[CH:24][C:23]([NH2:26])=[CH:22][CH:21]=5)[N:17]=[C:15]4[S:16][C:12]=3[CH:11]=2)[CH2:6][CH2:5][O:4][CH2:3][CH2:2]1.[C:29]([C:33]1[O:37][N:36]=[C:35]([NH:38][C:39](=O)[O-:40])[CH:34]=1)([CH3:32])([CH3:31])[CH3:30]. (2) Given the product [NH2:8][C:6]1[CH:5]=[CH:4][C:3]([C:11](=[O:13])[CH3:12])=[CH:2][C:7]=1[O:15][CH3:16], predict the reactants needed to synthesize it. The reactants are: Cl[C:2]1[CH:7]=[C:6]([N+:8]([O-])=O)[CH:5]=[CH:4][C:3]=1[C:11](=[O:13])[CH3:12].Cl.[OH2:15].[CH3:16]O. (3) Given the product [CH2:25]([N:1]1[CH2:6][CH2:5][CH2:4][C@@H:3]([N:7]2[CH:11]=[C:10]([O:12][C:13]3[N:14]=[C:15]([OH:23])[C:16]4[CH:22]=[CH:21][N:20]=[CH:19][C:17]=4[N:18]=3)[CH:9]=[N:8]2)[CH2:2]1)[C:26]1[CH:31]=[CH:30][CH:29]=[CH:28][CH:27]=1, predict the reactants needed to synthesize it. The reactants are: [NH:1]1[CH2:6][CH2:5][CH2:4][C@@H:3]([N:7]2[CH:11]=[C:10]([O:12][C:13]3[N:14]=[C:15]([OH:23])[C:16]4[CH:22]=[CH:21][N:20]=[CH:19][C:17]=4[N:18]=3)[CH:9]=[N:8]2)[CH2:2]1.Br[CH2:25][C:26]1[CH:31]=[CH:30][CH:29]=[CH:28][CH:27]=1. (4) Given the product [F:1][C:2]1[CH:7]=[CH:6][CH:5]=[C:4]([O:8][CH2:29][CH2:30][CH3:31])[C:3]=1[CH:9]1[N:13]([CH2:14][C:15]2[CH:20]=[CH:19][C:18]([O:21][C:22]([F:23])([F:24])[F:25])=[CH:17][CH:16]=2)[C:12](=[O:26])[CH:11]([CH3:27])[CH2:10]1, predict the reactants needed to synthesize it. The reactants are: [F:1][C:2]1[CH:7]=[CH:6][CH:5]=[C:4]([OH:8])[C:3]=1[CH:9]1[N:13]([CH2:14][C:15]2[CH:20]=[CH:19][C:18]([O:21][C:22]([F:25])([F:24])[F:23])=[CH:17][CH:16]=2)[C:12](=[O:26])[CH:11]([CH3:27])[CH2:10]1.I[CH2:29][CH2:30][CH3:31].C(=O)([O-])[O-].[K+].[K+].C(=O)([O-])[O-].[Cs+].[Cs+]. (5) Given the product [OH:15][C:2]([C:5]1[CH:6]=[CH:7][C:8]([S:11]([NH2:14])(=[O:13])=[O:12])=[N:9][CH:10]=1)([CH3:4])[CH3:3], predict the reactants needed to synthesize it. The reactants are: [K+].[CH:2]([C:5]1[CH:6]=[CH:7][C:8]([S:11]([NH-:14])(=[O:13])=[O:12])=[N:9][CH:10]=1)([CH3:4])[CH3:3].[O-:15][Mn](=O)(=O)=O.[K+].Cl. (6) The reactants are: [CH2:1]([N:3]([CH2:14][CH3:15])[C:4]1[C:12]([CH3:13])=[CH:11][C:7]([C:8]([OH:10])=O)=[CH:6][N:5]=1)[CH3:2].CCN(C(C)C)C(C)C.CN(C=O)C.[CH2:30]([O:37][C:38]1[C:47]([CH3:48])=[CH:46][C:41]([C:42]([NH:44][NH2:45])=O)=[CH:40][C:39]=1[CH2:49]C)[C:31]1[CH:36]=[CH:35][CH:34]=[CH:33][CH:32]=1.N1C=CC=CC=1.FC(F)(F)S(OS(C(F)(F)F)(=O)=O)(=O)=O. Given the product [CH2:30]([O:37][C:38]1[C:39]([CH3:49])=[CH:40][C:41]([C:42]2[O:10][C:8]([C:7]3[CH:11]=[C:12]([CH3:13])[C:4]([N:3]([CH2:1][CH3:2])[CH2:14][CH3:15])=[N:5][CH:6]=3)=[N:45][N:44]=2)=[CH:46][C:47]=1[CH3:48])[C:31]1[CH:32]=[CH:33][CH:34]=[CH:35][CH:36]=1, predict the reactants needed to synthesize it. (7) The reactants are: [N:1]1([CH2:7][CH2:8][CH2:9][O:10][C:11]2[CH:19]=[CH:18][C:14]([C:15](O)=[O:16])=[C:13]([C:20]([F:23])([F:22])[F:21])[CH:12]=2)[CH2:6][CH2:5][CH2:4][CH2:3][CH2:2]1.S(Cl)([Cl:26])=O. Given the product [N:1]1([CH2:7][CH2:8][CH2:9][O:10][C:11]2[CH:19]=[CH:18][C:14]([C:15]([Cl:26])=[O:16])=[C:13]([C:20]([F:23])([F:22])[F:21])[CH:12]=2)[CH2:6][CH2:5][CH2:4][CH2:3][CH2:2]1, predict the reactants needed to synthesize it.